From a dataset of Acute oral toxicity (LD50) regression data from Zhu et al.. Regression/Classification. Given a drug SMILES string, predict its toxicity properties. Task type varies by dataset: regression for continuous values (e.g., LD50, hERG inhibition percentage) or binary classification for toxic/non-toxic outcomes (e.g., AMES mutagenicity, cardiotoxicity, hepatotoxicity). Dataset: ld50_zhu. (1) The drug is O=Cc1ccccc1. The rat oral LD50 is 1.91, given as -log10 of the dose in mol/kg body weight (higher means more acutely toxic). (2) The molecule is N#CC(F)(F)C(F)(F)C(F)(F)C(F)(F)C#N. The rat oral LD50 is 1.94, given as -log10 of the dose in mol/kg body weight (higher means more acutely toxic). (3) The molecule is O=C(Cl)c1cccc(C(=O)Cl)c1. The rat oral LD50 is 1.97, given as -log10 of the dose in mol/kg body weight (higher means more acutely toxic). (4) The drug is COP(=S)(OC)Oc1cc(Cl)c([N+](=O)[O-])c(Cl)c1. The rat oral LD50 is 2.65, given as -log10 of the dose in mol/kg body weight (higher means more acutely toxic).